This data is from Full USPTO retrosynthesis dataset with 1.9M reactions from patents (1976-2016). The task is: Predict the reactants needed to synthesize the given product. (1) Given the product [ClH:24].[CH2:1]([O:3][C:4]([C:6]1[S:10][C:9]2[CH:11]=[C:12]([CH2:15][NH2:19])[CH:13]=[CH:14][C:8]=2[CH:7]=1)=[O:5])[CH3:2], predict the reactants needed to synthesize it. The reactants are: [CH2:1]([O:3][C:4]([C:6]1[S:10][C:9]2[CH:11]=[C:12]([CH2:15]O)[CH:13]=[CH:14][C:8]=2[CH:7]=1)=[O:5])[CH3:2].C([N:19](CC)CC)C.[Cl-:24].[N-]=[N+]=[N-].[Na+].C1(P(C2C=CC=CC=2)C2C=CC=CC=2)C=CC=CC=1. (2) Given the product [Cl:1][C:2]1[CH:7]=[CH:6][C:5]([CH:8]([O:26][CH2:27][C:28]#[CH:29])[C:9]([NH:11][CH2:12][CH2:13][C:14]2[CH:19]=[CH:18][C:17]([O:20][CH2:21][C:22]#[CH:23])=[C:16]([O:24][CH3:25])[CH:15]=2)=[S:45])=[CH:4][CH:3]=1, predict the reactants needed to synthesize it. The reactants are: [Cl:1][C:2]1[CH:7]=[CH:6][C:5]([CH:8]([O:26][CH2:27][C:28]#[CH:29])[C:9]([NH:11][CH2:12][CH2:13][C:14]2[CH:19]=[CH:18][C:17]([O:20][CH2:21][C:22]#[CH:23])=[C:16]([O:24][CH3:25])[CH:15]=2)=O)=[CH:4][CH:3]=1.C1C=CC=CC=1.COC1C=CC(P2(=S)SP(=S)(C3C=CC(OC)=CC=3)[S:45]2)=CC=1.